Predict the reactants needed to synthesize the given product. From a dataset of Full USPTO retrosynthesis dataset with 1.9M reactions from patents (1976-2016). Given the product [CH2:11]1[C:10]2([CH2:13][C@@H:14]([CH2:15][NH:16][C:17]3[CH:22]=[CH:21][C:20]([Cl:23])=[CH:19][N:18]=3)[NH:8][CH2:9]2)[CH2:12]1, predict the reactants needed to synthesize it. The reactants are: C(OC([N:8]1[C@H:14]([CH2:15][NH:16][C:17]2[CH:22]=[CH:21][C:20]([Cl:23])=[CH:19][N:18]=2)[CH2:13][C:10]2([CH2:12][CH2:11]2)[CH2:9]1)=O)(C)(C)C.FC(F)(F)C(O)=O.